This data is from Full USPTO retrosynthesis dataset with 1.9M reactions from patents (1976-2016). The task is: Predict the reactants needed to synthesize the given product. (1) Given the product [Cl:19][C:20]1[CH:28]=[CH:27][CH:26]=[CH:25][C:21]=1[C:22]([NH:8][C:5]1[CH:6]=[CH:7][C:2]([Cl:1])=[C:3]([C:9]2[O:10][C:11]3[CH:17]=[CH:16][C:15]([CH3:18])=[CH:14][C:12]=3[N:13]=2)[CH:4]=1)=[O:23], predict the reactants needed to synthesize it. The reactants are: [Cl:1][C:2]1[CH:7]=[CH:6][C:5]([NH2:8])=[CH:4][C:3]=1[C:9]1[O:10][C:11]2[CH:17]=[CH:16][C:15]([CH3:18])=[CH:14][C:12]=2[N:13]=1.[Cl:19][C:20]1[CH:28]=[CH:27][CH:26]=[CH:25][C:21]=1[C:22](Cl)=[O:23]. (2) Given the product [F:1][C:2]1[CH:3]=[C:4]([CH2:8][N:9]2[C:14](=[O:15])[C:13]([C:21]([NH:20][C:23]3[CH:27]=[C:26]([CH3:28])[O:25][C:24]=3[C:29]([F:31])([F:32])[F:30])=[O:22])=[C:12]([OH:16])[C@@H:11]3[CH2:17][CH2:18][CH2:19][N:10]23)[CH:5]=[CH:6][CH:7]=1, predict the reactants needed to synthesize it. The reactants are: [F:1][C:2]1[CH:3]=[C:4]([CH2:8][N:9]2[C:14](=[O:15])[CH2:13][C:12](=[O:16])[C@@H:11]3[CH2:17][CH2:18][CH2:19][N:10]23)[CH:5]=[CH:6][CH:7]=1.[N:20]([C:23]1[CH:27]=[C:26]([CH3:28])[O:25][C:24]=1[C:29]([F:32])([F:31])[F:30])=[C:21]=[O:22].[H-].[Na+].Cl. (3) Given the product [F:1][C:2]1[C:7]([O:8][CH3:9])=[CH:6][C:5]([O:10][CH3:11])=[C:4]([F:12])[C:3]=1[N:13]1[CH2:22][C:21]2[C:16](=[N:17][C:18]([NH:29][CH2:30][CH:31]([OH:35])[CH:32]([OH:34])[CH3:33])=[N:19][CH:20]=2)[N:15]([CH2:26][CH3:27])[C:14]1=[O:28], predict the reactants needed to synthesize it. The reactants are: [F:1][C:2]1[C:7]([O:8][CH3:9])=[CH:6][C:5]([O:10][CH3:11])=[C:4]([F:12])[C:3]=1[N:13]1[CH2:22][C:21]2[C:16](=[N:17][C:18](S(C)=O)=[N:19][CH:20]=2)[N:15]([CH2:26][CH3:27])[C:14]1=[O:28].[NH2:29][CH2:30][C@@H:31]([OH:35])[C@H:32]([OH:34])[CH3:33].